From a dataset of Peptide-MHC class II binding affinity with 134,281 pairs from IEDB. Regression. Given a peptide amino acid sequence and an MHC pseudo amino acid sequence, predict their binding affinity value. This is MHC class II binding data. (1) The peptide sequence is VALRTAVASVLSATV. The MHC is HLA-DPA10103-DPB10401 with pseudo-sequence HLA-DPA10103-DPB10401. The binding affinity (normalized) is 0.327. (2) The peptide sequence is SLELELIGSKRILDE. The MHC is H-2-IAb with pseudo-sequence H-2-IAb. The binding affinity (normalized) is 0.0652. (3) The peptide sequence is RICCEPKKTTNAEFT. The binding affinity (normalized) is 0.361. The MHC is DRB1_0404 with pseudo-sequence DRB1_0404.